This data is from Protein-peptide binding for MDM2, ACE2, and 12ca5 with 34 validated binders. The task is: Binary Classification. Given protein and peptide amino acid sequences, predict whether they interact or not. (1) The protein target is MDM2 with sequence MCNTNMSVPTDGAVTTSQIPASEQETLVRPKPLLLKLLKSVGAQKDTYTMKEVLFYLGQYIMTKRLYDEKQQHIVYCSNDLLGDLFGVPSFSVKEHRKIYTMIYRNLVVVNQQESSDSGTSVSENRCHLEGGSDQKDLVQELQEEKPSSSHLVSRPSTSSRRRAISETEENSDELSGERQRKRHKSDSISLSFDESLALCVIREICCERSSSSESTGTPSNPDLDAGVSEHSGDWLDQDSVSDQFSVEFEVESLDSEDYSLSEEGQELSDEDDEVYQVTVYQAGESDTDSFEEDPEISLADYWKCTSCNEMNPPLPSHCNRCWALRENWLPEDKGKDKGEISEKAKLENSTQAEEGFDVPDCKKTIVNDSRESCVEENDDKITQASQSQESEDYSQPSTSSSIIYSSQEDVKEFEREETQDKEESVESSLPLNAIEPCVICQGRPKNGCIVHGKTGHLMACFTCAKKLKKRNKPCPVCRQPIQMIVLTYFP. The peptide is AAFAEYWNALSAK. (2) The protein target is MDM2 with sequence MCNTNMSVPTDGAVTTSQIPASEQETLVRPKPLLLKLLKSVGAQKDTYTMKEVLFYLGQYIMTKRLYDEKQQHIVYCSNDLLGDLFGVPSFSVKEHRKIYTMIYRNLVVVNQQESSDSGTSVSENRCHLEGGSDQKDLVQELQEEKPSSSHLVSRPSTSSRRRAISETEENSDELSGERQRKRHKSDSISLSFDESLALCVIREICCERSSSSESTGTPSNPDLDAGVSEHSGDWLDQDSVSDQFSVEFEVESLDSEDYSLSEEGQELSDEDDEVYQVTVYQAGESDTDSFEEDPEISLADYWKCTSCNEMNPPLPSHCNRCWALRENWLPEDKGKDKGEISEKAKLENSTQAEEGFDVPDCKKTIVNDSRESCVEENDDKITQASQSQESEDYSQPSTSSSIIYSSQEDVKEFEREETQDKEESVESSLPLNAIEPCVICQGRPKNGCIVHGKTGHLMACFTCAKKLKKRNKPCPVCRQPIQMIVLTYFP. The peptide is TSFAAYWAALAAK.